This data is from Forward reaction prediction with 1.9M reactions from USPTO patents (1976-2016). The task is: Predict the product of the given reaction. (1) The product is: [CH3:1][O:2][C:3]([CH:5]1[CH2:9][CH:8]([NH2:10])[CH2:7][N:6]1[CH2:13][C:14]1[CH:19]=[CH:18][CH:17]=[CH:16][CH:15]=1)=[O:4]. Given the reactants [CH3:1][O:2][C:3]([CH:5]1[CH2:9][CH:8]([N:10]=[N+]=[N-])[CH2:7][N:6]1[CH2:13][C:14]1[CH:19]=[CH:18][CH:17]=[CH:16][CH:15]=1)=[O:4].C1(P(C2C=CC=CC=2)C2C=CC=CC=2)C=CC=CC=1.O, predict the reaction product. (2) Given the reactants [O:1]=[C:2]1[C:6]2([CH2:11][CH2:10][N:9]([CH2:12][CH2:13][CH2:14][N:15]3[C:19]4[CH:20]=[CH:21][CH:22]=[CH:23][C:18]=4[NH:17][C:16]3=[O:24])[CH2:8][CH2:7]2)[N:5]([C:25]2[CH:30]=[CH:29][CH:28]=[CH:27][CH:26]=2)[CH2:4][N:3]1[CH2:31][C:32]1[CH:33]=[C:34]([CH:39]=[CH:40][CH:41]=1)[C:35]([O:37][CH3:38])=[O:36].[N:42]12[CH2:49]C[CH:45]([CH2:46][CH2:47]1)[C@@H:44](O)[CH2:43]2, predict the reaction product. The product is: [O:1]=[C:2]1[C:6]2([CH2:11][CH2:10][N:9]([CH2:12][CH2:13][CH2:14][N:15]3[C:19]4[CH:20]=[CH:21][CH:22]=[CH:23][C:18]=4[NH:17][C:16]3=[O:24])[CH2:8][CH2:7]2)[N:5]([C:25]2[CH:30]=[CH:29][CH:28]=[CH:27][CH:26]=2)[CH2:4][N:3]1[CH2:31][C:32]1[CH:33]=[C:34]([CH:39]=[CH:40][CH:41]=1)[C:35]([O:37][C@@H:38]1[CH:45]2[CH2:46][CH2:47][N:42]([CH2:43][CH2:44]2)[CH2:49]1)=[O:36]. (3) Given the reactants Cl[C:2]1[C:7]([N+:8]([O-:10])=[O:9])=[C:6]([Cl:11])[N:5]=[CH:4][N:3]=1.[CH3:12][O:13][C:14]1[N:19]=[CH:18][C:17]([NH2:20])=[CH:16][CH:15]=1.C(N(CC)CC)C, predict the reaction product. The product is: [Cl:11][C:6]1[N:5]=[CH:4][N:3]=[C:2]([NH:20][C:17]2[CH:18]=[N:19][C:14]([O:13][CH3:12])=[CH:15][CH:16]=2)[C:7]=1[N+:8]([O-:10])=[O:9]. (4) Given the reactants Cl.[CH3:2][N:3]([CH3:35])[C:4]([C:6]1[CH:7]=[C:8]2[C:13](=[C:14]([CH:16]3[CH2:20][CH2:19][CH2:18][N:17]3C(OC(C)(C)C)=O)[CH:15]=1)[O:12][C:11]([N:28]1[CH2:33][CH2:32][O:31][CH2:30][CH2:29]1)=[CH:10][C:9]2=[O:34])=[O:5], predict the reaction product. The product is: [CH3:2][N:3]([CH3:35])[C:4]([C:6]1[CH:7]=[C:8]2[C:13](=[C:14]([CH:16]3[CH2:20][CH2:19][CH2:18][NH:17]3)[CH:15]=1)[O:12][C:11]([N:28]1[CH2:33][CH2:32][O:31][CH2:30][CH2:29]1)=[CH:10][C:9]2=[O:34])=[O:5]. (5) Given the reactants [I:1][C:2]1[C:3](=[O:21])[C:4]2[C:9]([O:10][C:11]=1[C:12]1[CH:17]=[CH:16][CH:15]=[CH:14][CH:13]=1)=[C:8]1[NH:18][N:19]=[CH:20][C:7]1=[CH:6][CH:5]=2.[H-].[Na+].I[CH3:25], predict the reaction product. The product is: [I:1][C:2]1[C:3](=[O:21])[C:4]2[C:9]([O:10][C:11]=1[C:12]1[CH:17]=[CH:16][CH:15]=[CH:14][CH:13]=1)=[C:8]1[N:18]([CH3:25])[N:19]=[CH:20][C:7]1=[CH:6][CH:5]=2. (6) Given the reactants Cl[C:2]1[CH:7]=[C:6]([CH3:8])[N:5]=[C:4]([C:9]2[C:17]3[C:12](=[N:13][CH:14]=[CH:15][CH:16]=3)[N:11]([CH2:18][C:19]3[CH:24]=[CH:23][CH:22]=[CH:21][C:20]=3[F:25])[N:10]=2)[N:3]=1.[CH2:26]([O:28][CH2:29][CH2:30][CH2:31][NH2:32])[CH3:27], predict the reaction product. The product is: [CH2:26]([O:28][CH2:29][CH2:30][CH2:31][NH:32][C:2]1[CH:7]=[C:6]([CH3:8])[N:5]=[C:4]([C:9]2[C:17]3[C:12](=[N:13][CH:14]=[CH:15][CH:16]=3)[N:11]([CH2:18][C:19]3[CH:24]=[CH:23][CH:22]=[CH:21][C:20]=3[F:25])[N:10]=2)[N:3]=1)[CH3:27]. (7) Given the reactants [NH2:1][C:2]1[CH:3]=[C:4]([CH:9]=[CH:10][CH:11]=1)[C:5]([O:7][CH3:8])=[O:6].Br[CH2:13][C:14]([O:16]C)=[O:15].[C:18]([O-])(=O)C.[Na+], predict the reaction product. The product is: [CH3:18][N:1]([C:2]1[CH:11]=[CH:10][CH:9]=[C:4]([C:5]([O:7][CH3:8])=[O:6])[CH:3]=1)[CH2:13][C:14]([OH:16])=[O:15]. (8) The product is: [Br:1][C:2]1[CH:3]=[C:4]2[N:10]([CH3:11])[N:9]=[CH:8][C:5]2=[N:6][CH:7]=1. Given the reactants [Br:1][C:2]1[CH:3]=[C:4]2[NH:10][N:9]=[CH:8][C:5]2=[N:6][CH:7]=1.[C:11](=O)([O-])[O-].[Cs+].[Cs+].IC, predict the reaction product.